From a dataset of Full USPTO retrosynthesis dataset with 1.9M reactions from patents (1976-2016). Predict the reactants needed to synthesize the given product. (1) Given the product [CH2:5]([N:7]1[CH2:8][C@H:9]([CH3:10])[O:11][C:1](=[O:2])[CH2:3]1)[CH3:6], predict the reactants needed to synthesize it. The reactants are: [CH:1]([CH:3]=O)=[O:2].[CH2:5]([NH:7][CH2:8][C@@H:9]([OH:11])[CH3:10])[CH3:6]. (2) Given the product [F:27][C:26]([F:29])([F:28])[C:22]1[CH:21]=[C:20]([C:2]2[N:30]=[C:5]([CH:7]3[CH2:12][CH2:11][NH:10][CH2:9][CH2:8]3)[NH:4][CH:3]=2)[CH:25]=[CH:24][CH:23]=1, predict the reactants needed to synthesize it. The reactants are: O=[C:2]([C:20]1[CH:25]=[CH:24][CH:23]=[C:22]([C:26]([F:29])([F:28])[F:27])[CH:21]=1)[CH2:3][NH:4][C:5]([CH:7]1[CH2:12][CH2:11][N:10](C(OC(C)(C)C)=O)[CH2:9][CH2:8]1)=O.[NH4+:30].[Cl-]. (3) Given the product [Cl:6][C:7]1[CH:55]=[CH:54][CH:53]=[CH:52][C:8]=1[C:9]([NH:11][C:12](=[O:51])[NH:13][C:14]1[S:15][C:16]2[CH:22]=[C:21]([S:23]([C:26]([CH3:49])([CH3:50])[CH2:27][NH:28][CH:46]([CH3:48])[CH3:47])(=[O:25])=[O:24])[CH:20]=[CH:19][C:17]=2[N:18]=1)=[O:10], predict the reactants needed to synthesize it. The reactants are: C(NCC)C.[Cl:6][C:7]1[CH:55]=[CH:54][CH:53]=[CH:52][C:8]=1[C:9]([NH:11][C:12](=[O:51])[NH:13][C:14]1[S:15][C:16]2[CH:22]=[C:21]([S:23]([C:26]([CH3:50])([CH3:49])[CH2:27][N:28]([CH:46]([CH3:48])[CH3:47])C(=O)OCC3C4C=CC=CC=4C4C3=CC=CC=4)(=[O:25])=[O:24])[CH:20]=[CH:19][C:17]=2[N:18]=1)=[O:10]. (4) Given the product [NH2:21][C:18]1[CH:19]=[CH:20][C:15]([CH2:14][NH:13][C:11]2[C:10]3[C:5](=[C:6]([CH3:25])[CH:7]=[CH:8][CH:9]=3)[N:4]=[C:3]([NH:2][CH3:1])[N:12]=2)=[CH:16][CH:17]=1, predict the reactants needed to synthesize it. The reactants are: [CH3:1][NH:2][C:3]1[N:12]=[C:11]([NH:13][CH2:14][C:15]2[CH:20]=[CH:19][C:18]([N+:21]([O-])=O)=[CH:17][CH:16]=2)[C:10]2[C:5](=[CH:6][C:7](C)=[CH:8][CH:9]=2)[N:4]=1.[CH3:25]O. (5) The reactants are: [CH:1]1([N:7]2[CH2:11][CH2:10][CH2:9][C:8]2=[O:12])[CH2:6][CH2:5][CH2:4][CH2:3][CH2:2]1.[Li+].CC([N-]C(C)C)C.[Cl:21][C:22]1[CH:29]=[C:28]([Cl:30])[CH:27]=[CH:26][C:23]=1[CH:24]=[O:25]. Given the product [CH:1]1([N:7]2[CH2:11][CH2:10][CH:9]([CH:24]([C:23]3[CH:26]=[CH:27][C:28]([Cl:30])=[CH:29][C:22]=3[Cl:21])[OH:25])[C:8]2=[O:12])[CH2:2][CH2:3][CH2:4][CH2:5][CH2:6]1, predict the reactants needed to synthesize it. (6) Given the product [N:1]1([C:7]2[CH:12]=[C:11]([CH:10]=[C:9]([N:16]3[CH2:17][CH2:18][O:19][CH2:20][CH2:21]3)[CH:8]=2)[NH2:13])[CH2:2][CH2:3][O:4][CH2:5][CH2:6]1, predict the reactants needed to synthesize it. The reactants are: [N:1]1([C:7]2[CH:8]=[C:9]([N:16]3[CH2:21][CH2:20][O:19][CH2:18][CH2:17]3)[CH:10]=[C:11]([N+:13]([O-])=O)[CH:12]=2)[CH2:6][CH2:5][O:4][CH2:3][CH2:2]1.C([O-])=O.[NH4+]. (7) Given the product [CH:12]([C:13]1[CH:14]=[C:15]([NH2:16])[N:9]([C:5]2[CH:6]=[CH:7][CH:8]=[C:3]([O:2][CH3:1])[CH:4]=2)[N:10]=1)([CH3:18])[CH3:11], predict the reactants needed to synthesize it. The reactants are: [CH3:1][O:2][C:3]1[CH:4]=[C:5]([NH:9][NH2:10])[CH:6]=[CH:7][CH:8]=1.[CH3:11][CH:12]([CH3:18])[C:13](=O)[CH2:14][C:15]#[N:16].Cl.